From a dataset of Catalyst prediction with 721,799 reactions and 888 catalyst types from USPTO. Predict which catalyst facilitates the given reaction. Reactant: CC([N:5]([C@@H:9]([C:12]([NH:14][C:15]1[CH:16]=[N:17][C:18]([O:21][C:22]2[CH:27]=[CH:26][C:25]([C:28]#[N:29])=[C:24]([C:30]([CH3:32])=[CH2:31])[CH:23]=2)=[CH:19][CH:20]=1)=[O:13])[CH2:10][CH3:11])[C:6](=[O:8])[O-:7])(C)C. Product: [C:28]([C:25]1[CH:26]=[CH:27][C:22]([O:21][C:18]2[N:17]=[CH:16][C:15]([NH:14][C:12]([C@H:9]([NH:5][C:6](=[O:8])[O:7][C:24]([CH3:30])([CH3:25])[CH3:23])[CH2:10][CH3:11])=[O:13])=[CH:20][CH:19]=2)=[CH:23][C:24]=1[CH:30]([CH3:31])[CH3:32])#[N:29]. The catalyst class is: 19.